This data is from Forward reaction prediction with 1.9M reactions from USPTO patents (1976-2016). The task is: Predict the product of the given reaction. (1) Given the reactants C([N:8]1[CH2:31][CH:30]([CH:32]=[CH2:33])[O:29][C:10]2([CH2:15][CH2:14][N:13]([C:16]([C:18]3[CH:23]=[CH:22][C:21]([O:24][CH:25]([CH3:27])[CH3:26])=[C:20]([CH3:28])[CH:19]=3)=[O:17])[CH2:12][CH2:11]2)[CH2:9]1)C1C=CC=CC=1.C([O-])=O.[NH4+], predict the reaction product. The product is: [CH2:32]([CH:30]1[O:29][C:10]2([CH2:15][CH2:14][N:13]([C:16]([C:18]3[CH:23]=[CH:22][C:21]([O:24][CH:25]([CH3:26])[CH3:27])=[C:20]([CH3:28])[CH:19]=3)=[O:17])[CH2:12][CH2:11]2)[CH2:9][NH:8][CH2:31]1)[CH3:33]. (2) The product is: [CH:25]1([C:22]2[CH:23]=[CH:24][C:19]3[C:32]([NH:1][C:2]4[CH:15]=[C:14]([CH3:16])[CH:13]=[CH:12][C:3]=4[O:4][C:5]4[CH:6]=[CH:7][C:8]([OH:11])=[CH:9][CH:10]=4)=[N:30][CH:29]=[N:28][C:20]=3[N:21]=2)[CH2:26][CH2:27]1. Given the reactants [NH2:1][C:2]1[CH:15]=[C:14]([CH3:16])[CH:13]=[CH:12][C:3]=1[O:4][C:5]1[CH:10]=[CH:9][C:8]([OH:11])=[CH:7][CH:6]=1.C([C:19]1[C:20]([N:28]=[CH:29][N:30]([CH3:32])C)=[N:21][C:22]([CH:25]2[CH2:27][CH2:26]2)=[CH:23][CH:24]=1)#N.NC1C=C(C)C=CC=1SC1C=CC(O)=CC=1.C(C1C(N=CN(C)C)=NC(C)=CC=1)#N, predict the reaction product. (3) The product is: [Cl:35][C:36]1[CH:43]=[CH:42][CH:41]=[C:40]([Cl:44])[C:37]=1[CH2:38][C:2]1[N:12]=[C:11]([NH:13][C:14]2[CH:15]=[CH:16][C:17]([N:20]3[CH2:25][CH2:24][NH:23][CH2:22][CH2:21]3)=[CH:18][CH:19]=2)[C:10]2[C:9](=[O:33])[NH:8][CH2:7][CH2:6][NH:5][C:4]=2[CH:3]=1. Given the reactants Cl[C:2]1[N:12]=[C:11]([NH:13][C:14]2[CH:19]=[CH:18][C:17]([N:20]3[CH2:25][CH2:24][N:23](C(OC(C)(C)C)=O)[CH2:22][CH2:21]3)=[CH:16][CH:15]=2)[C:10]2[C:9](=[O:33])[NH:8][CH2:7][CH2:6][NH:5][C:4]=2[CH:3]=1.[Br-].[Cl:35][C:36]1[CH:43]=[CH:42][CH:41]=[C:40]([Cl:44])[C:37]=1[CH2:38][Zn+], predict the reaction product. (4) Given the reactants [C:1]1([C@@H:7]2[CH2:9][C@H:8]2[C:10]([OH:12])=O)[CH:6]=[CH:5][CH:4]=[CH:3][CH:2]=1.[CH3:13][Li], predict the reaction product. The product is: [C:1]1([C@@H:7]2[CH2:9][C@H:8]2[C:10](=[O:12])[CH3:13])[CH:2]=[CH:3][CH:4]=[CH:5][CH:6]=1. (5) Given the reactants [Cl:1][C:2]1[CH:7]=[CH:6][CH:5]=[CH:4][C:3]=1[S:8]([N:11]1[CH2:32][CH2:31][C:14]2([C:18](=[O:19])[N:17]([C:20]3[CH:25]=[CH:24][C:23]([CH2:26][C:27]([NH:29][OH:30])=[NH:28])=[CH:22][CH:21]=3)[CH2:16][CH2:15]2)[CH2:13][CH2:12]1)(=[O:10])=[O:9].[C:33](OC(=O)C)(=O)[CH3:34], predict the reaction product. The product is: [Cl:1][C:2]1[CH:7]=[CH:6][CH:5]=[CH:4][C:3]=1[S:8]([N:11]1[CH2:12][CH2:13][C:14]2([C:18](=[O:19])[N:17]([C:20]3[CH:25]=[CH:24][C:23]([CH2:26][C:27]4[N:28]=[C:33]([CH3:34])[O:30][N:29]=4)=[CH:22][CH:21]=3)[CH2:16][CH2:15]2)[CH2:31][CH2:32]1)(=[O:10])=[O:9]. (6) The product is: [CH3:7][O:6][C:5]1[CH:4]=[C:3]([CH:11]=[CH:10][C:8]=1[O:9][S:19]([C:22]([F:25])([F:24])[F:23])(=[O:20])=[O:18])[CH:2]=[O:1]. Given the reactants [O:1]=[CH:2][C:3]1[CH:11]=[CH:10][C:8]([OH:9])=[C:5]([O:6][CH3:7])[CH:4]=1.N1C=CC=CC=1.[O:18](S(C(F)(F)F)(=O)=O)[S:19]([C:22]([F:25])([F:24])[F:23])(=O)=[O:20], predict the reaction product. (7) The product is: [I-:1].[CH2:2]([N+:14]1[CH:15]=[CH:16][C:11]([N:6]2[CH2:10][CH2:9][CH2:8][CH2:7]2)=[CH:12][CH:13]=1)[CH2:3][CH2:4][CH3:5]. Given the reactants [I:1][CH2:2][CH2:3][CH2:4][CH3:5].[N:6]1([C:11]2[CH:16]=[CH:15][N:14]=[CH:13][CH:12]=2)[CH2:10][CH2:9][CH2:8][CH2:7]1, predict the reaction product. (8) Given the reactants [CH:1]([O:4][C:5]1[C:10]([C:11]#[N:12])=[CH:9][CH:8]=[C:7]([CH3:13])[N:6]=1)([CH3:3])[CH3:2].C1COCC1.[H-].[H-].[H-].[H-].[Li+].[Al+3].O, predict the reaction product. The product is: [CH:1]([O:4][C:5]1[C:10]([CH2:11][NH2:12])=[CH:9][CH:8]=[C:7]([CH3:13])[N:6]=1)([CH3:3])[CH3:2]. (9) Given the reactants [OH:1][C:2]1[N:7]=[CH:6][C:5]([CH:8]([C:13]#[C:14][CH3:15])[CH2:9][C:10]([OH:12])=[O:11])=[CH:4][CH:3]=1.OS(O)(=O)=O.[CH3:21][CH2:22]O, predict the reaction product. The product is: [OH:1][C:2]1[N:7]=[CH:6][C:5]([CH:8]([C:13]#[C:14][CH3:15])[CH2:9][C:10]([O:12][CH2:21][CH3:22])=[O:11])=[CH:4][CH:3]=1.